This data is from Forward reaction prediction with 1.9M reactions from USPTO patents (1976-2016). The task is: Predict the product of the given reaction. (1) Given the reactants [CH3:1][C:2]1([CH3:31])[CH2:11][C:10]2[C:5](=[CH:6][CH:7]=[C:8]([C:12]([O:14]C)=[O:13])[CH:9]=2)[NH:4][CH:3]1[C:16]1[CH:21]=[CH:20][CH:19]=[CH:18][C:17]=1[NH:22][C:23](=[O:30])[C:24]1[CH:29]=[CH:28][CH:27]=[CH:26][N:25]=1.[OH-].[Na+], predict the reaction product. The product is: [CH3:1][C:2]1([CH3:31])[CH2:11][C:10]2[C:5](=[CH:6][CH:7]=[C:8]([C:12]([OH:14])=[O:13])[CH:9]=2)[NH:4][CH:3]1[C:16]1[CH:21]=[CH:20][CH:19]=[CH:18][C:17]=1[NH:22][C:23](=[O:30])[C:24]1[CH:29]=[CH:28][CH:27]=[CH:26][N:25]=1. (2) Given the reactants Br[C:2]1[C:3]([NH2:9])=[N:4][C:5]([NH2:8])=[CH:6][CH:7]=1.[Cl:10][C:11]1[C:16]([Cl:17])=[CH:15][CH:14]=[CH:13][C:12]=1B(O)O.C(=O)([O-])[O-].[K+].[K+], predict the reaction product. The product is: [Cl:10][C:11]1[C:16]([Cl:17])=[CH:15][CH:14]=[CH:13][C:12]=1[C:2]1[C:3]([NH2:9])=[N:4][C:5]([NH2:8])=[CH:6][CH:7]=1. (3) Given the reactants [NH2:1][C:2]1[CH:3]=[C:4]([C:26]2[CH:27]=[CH:28][C:29]([Cl:41])=[C:30]3[C:34]=2[N:33]([CH3:35])[N:32]=[C:31]3[NH:36][S:37]([CH3:40])(=[O:39])=[O:38])[C:5]([C@@H:8]([NH:18]C(=O)OC(C)(C)C)[CH2:9][C:10]2[CH:15]=[C:14]([F:16])[CH:13]=[C:12]([F:17])[CH:11]=2)=[N:6][CH:7]=1.[C:42]([OH:48])([C:44]([F:47])([F:46])[F:45])=[O:43], predict the reaction product. The product is: [OH:48][C:42]([C:44]([F:47])([F:46])[F:45])=[O:43].[NH2:1][C:2]1[CH:3]=[C:4]([C:26]2[CH:27]=[CH:28][C:29]([Cl:41])=[C:30]3[C:34]=2[N:33]([CH3:35])[N:32]=[C:31]3[NH:36][S:37]([CH3:40])(=[O:39])=[O:38])[C:5]([C@@H:8]([NH2:18])[CH2:9][C:10]2[CH:15]=[C:14]([F:16])[CH:13]=[C:12]([F:17])[CH:11]=2)=[N:6][CH:7]=1. (4) The product is: [N:1]1[CH:6]=[CH:5][CH:4]=[C:3]([C:7]2([C:8]#[N:9])[CH2:15][CH2:14][CH2:13]2)[CH:2]=1. Given the reactants [N:1]1[CH:6]=[CH:5][CH:4]=[C:3]([CH2:7][C:8]#[N:9])[CH:2]=1.[OH-].[Na+].Br[CH2:13][CH2:14][CH2:15]Br, predict the reaction product. (5) Given the reactants [Li]CCCC.[C:6](Br)([CH3:8])=[CH2:7].CON(C)[C:13](=[O:30])[C@@H:14]([NH:22][C:23](=[O:29])[O:24][C:25]([CH3:28])([CH3:27])[CH3:26])[CH2:15][CH:16]1[CH2:20][CH2:19][NH:18][C:17]1=[O:21].[NH4+].[Cl-], predict the reaction product. The product is: [CH3:8][C:6](=[CH2:7])[C:13](=[O:30])[C@@H:14]([NH:22][C:23](=[O:29])[O:24][C:25]([CH3:26])([CH3:27])[CH3:28])[CH2:15][CH:16]1[CH2:20][CH2:19][NH:18][C:17]1=[O:21]. (6) Given the reactants Cl[C:2]1[O:6][N:5]=[C:4]([C:7]2[CH:12]=[CH:11][CH:10]=[CH:9][CH:8]=2)[C:3]=1[C:13]1[O:17][C:16]([C:18]2[CH:23]=[CH:22][C:21]([N:24]3[CH2:29][CH2:28][O:27][CH2:26][CH2:25]3)=[CH:20][C:19]=2[O:30][CH3:31])=[N:15][N:14]=1.[NH:32]1[CH2:37][CH2:36][O:35][CH2:34][CH2:33]1.C(=O)([O-])[O-].[K+].[K+], predict the reaction product. The product is: [CH3:31][O:30][C:19]1[CH:20]=[C:21]([N:24]2[CH2:29][CH2:28][O:27][CH2:26][CH2:25]2)[CH:22]=[CH:23][C:18]=1[C:16]1[O:17][C:13]([C:3]2[C:4]([C:7]3[CH:12]=[CH:11][CH:10]=[CH:9][CH:8]=3)=[N:5][O:6][C:2]=2[N:32]2[CH2:37][CH2:36][O:35][CH2:34][CH2:33]2)=[N:14][N:15]=1. (7) Given the reactants [CH3:1][N:2]([CH3:29])[S:3]([N:6]1[CH2:11][CH2:10][N:9]([CH2:12][C:13]2[S:21][C:20]3[C:19]([N:22]4[CH2:27][CH2:26][O:25][CH2:24][CH2:23]4)=[N:18][C:17](Cl)=[N:16][C:15]=3[CH:14]=2)[CH2:8][CH2:7]1)(=[O:5])=[O:4].[NH2:30][C:31]1[CH:36]=[CH:35][C:34](B2OC(C)(C)C(C)(C)O2)=[CH:33][N:32]=1, predict the reaction product. The product is: [O:25]1[CH2:26][CH2:27][N:22]([C:19]2[C:20]3[S:21][C:13]([CH2:12][N:9]4[CH2:10][CH2:11][N:6]([S:3]([N:2]([CH3:29])[CH3:1])(=[O:5])=[O:4])[CH2:7][CH2:8]4)=[CH:14][C:15]=3[N:16]=[C:17]([C:34]3[CH:35]=[CH:36][C:31]([NH2:30])=[N:32][CH:33]=3)[N:18]=2)[CH2:23][CH2:24]1.